The task is: Predict the reactants needed to synthesize the given product.. This data is from Full USPTO retrosynthesis dataset with 1.9M reactions from patents (1976-2016). (1) Given the product [I:25][CH2:28][CH2:29][C@H:30]1[CH2:34][O:33][C:32]([CH3:36])([CH3:35])[O:31]1, predict the reactants needed to synthesize it. The reactants are: C1(P(C2C=CC=CC=2)C2C=CC=CC=2)C=CC=CC=1.N1C=CN=C1.[I:25]I.O[CH2:28][CH2:29][C@H:30]1[CH2:34][O:33][C:32]([CH3:36])([CH3:35])[O:31]1.S([O-])([O-])(=O)=S.[Na+].[Na+]. (2) Given the product [OH:25][CH2:24][CH2:23][N:22]([CH:19]([CH3:21])[CH3:20])[C:14]([C:8]1[CH:9]=[C:10]2[N:6]([C:5]3[CH:17]=[CH:18][CH:2]=[CH:3][C:4]=3[O:13][CH2:12][CH2:11]2)[N:7]=1)=[O:16], predict the reactants needed to synthesize it. The reactants are: Br[C:2]1[CH:18]=[CH:17][C:5]2[N:6]3[C:10]([CH2:11][CH2:12][O:13][C:4]=2[CH:3]=1)=[CH:9][C:8]([C:14]([OH:16])=O)=[N:7]3.[CH:19]([NH:22][CH2:23][CH2:24][OH:25])([CH3:21])[CH3:20].C(N(CC)CC)C. (3) Given the product [CH3:23][C:9]1[N:8]=[C:7]([C:4]2[S:5][CH:6]=[C:2]([C:28]3[CH:29]=[CH:30][C:25]([NH2:24])=[N:26][CH:27]=3)[N:3]=2)[CH:12]=[C:11]([C:13]2[CH:18]=[CH:17][C:16]([C:19]([F:22])([F:21])[F:20])=[CH:15][CH:14]=2)[CH:10]=1, predict the reactants needed to synthesize it. The reactants are: Br[C:2]1[N:3]=[C:4]([C:7]2[CH:12]=[C:11]([C:13]3[CH:18]=[CH:17][C:16]([C:19]([F:22])([F:21])[F:20])=[CH:15][CH:14]=3)[CH:10]=[C:9]([CH3:23])[N:8]=2)[S:5][CH:6]=1.[NH2:24][C:25]1[CH:30]=[CH:29][C:28](B2OC(C)(C)C(C)(C)O2)=[CH:27][N:26]=1. (4) Given the product [OH:18][C:14]1[CH:13]=[C:12]([CH:9]2[CH2:8][NH:7][C:6]3[CH:20]=[CH:21][C:3]([OH:2])=[CH:4][C:5]=3[O:11][CH2:10]2)[CH:17]=[CH:16][CH:15]=1, predict the reactants needed to synthesize it. The reactants are: C[O:2][C:3]1[CH:21]=[CH:20][C:6]2[NH:7][CH2:8][CH:9]([C:12]3[CH:17]=[CH:16][CH:15]=[C:14]([O:18]C)[CH:13]=3)[CH2:10][O:11][C:5]=2[CH:4]=1.Cl.N1C=CC=CC=1.C[O-].[Na+]. (5) Given the product [Br:20][C:14]1[CH:15]=[C:16]([C:4]2[CH:3]=[C:2]([F:1])[N:7]=[CH:6][C:5]=2[NH2:8])[C:11]([F:10])=[N:12][CH:13]=1, predict the reactants needed to synthesize it. The reactants are: [F:1][C:2]1[N:7]=[CH:6][C:5]([NH2:8])=[C:4](I)[CH:3]=1.[F:10][C:11]1[C:16](B(O)O)=[CH:15][C:14]([Br:20])=[CH:13][N:12]=1.